From a dataset of Catalyst prediction with 721,799 reactions and 888 catalyst types from USPTO. Predict which catalyst facilitates the given reaction. (1) Reactant: [CH:1]1([NH:7][NH:8]C(OC(C)(C)C)=O)[CH2:6][CH2:5][CH2:4][CH2:3][CH2:2]1.[Cl:16][C:17]1[C:22]([C:23]([N:25]=[C:26]=[O:27])=O)=[C:21]([F:28])[C:20]([CH2:29][NH:30][C:31](=[O:36])[C:32]([CH3:35])([CH3:34])[CH3:33])=[CH:19][CH:18]=1. Product: [Cl:16][C:17]1[CH:18]=[CH:19][C:20]([CH2:29][NH:30][C:31](=[O:36])[C:32]([CH3:35])([CH3:34])[CH3:33])=[C:21]([F:28])[C:22]=1[C:23]1[NH:25][C:26](=[O:27])[N:7]([CH:1]2[CH2:6][CH2:5][CH2:4][CH2:3][CH2:2]2)[N:8]=1. The catalyst class is: 2. (2) Reactant: [CH2:1]([N:8]([CH2:17][C:18]1[CH:23]=[CH:22][CH:21]=[CH:20][CH:19]=1)[C:9]1[CH:14]=[CH:13][C:12]([F:15])=[CH:11][C:10]=1[F:16])[C:2]1[CH:7]=[CH:6][CH:5]=[CH:4][CH:3]=1.C([Li])CCC.Cl[C:30]([O:32][CH2:33][C:34]1[CH:39]=[CH:38][CH:37]=[CH:36][CH:35]=1)=[O:31].O. Product: [CH2:33]([O:32][C:30](=[O:31])[C:11]1[C:12]([F:15])=[CH:13][CH:14]=[C:9]([N:8]([CH2:1][C:2]2[CH:3]=[CH:4][CH:5]=[CH:6][CH:7]=2)[CH2:17][C:18]2[CH:23]=[CH:22][CH:21]=[CH:20][CH:19]=2)[C:10]=1[F:16])[C:34]1[CH:39]=[CH:38][CH:37]=[CH:36][CH:35]=1. The catalyst class is: 1. (3) Reactant: C(OC([N:8]1[CH2:14][CH2:13][CH2:12][N:11]([C:15]2[CH:20]=[CH:19][C:18]([Cl:21])=[CH:17][C:16]=2[NH:22][C:23](=[O:31])[C:24]2[CH:29]=[CH:28][CH:27]=[C:26]([Cl:30])[CH:25]=2)[CH2:10][CH2:9]1)=O)(C)(C)C.Cl. Product: [Cl:30][C:26]1[CH:25]=[C:24]([CH:29]=[CH:28][CH:27]=1)[C:23]([NH:22][C:16]1[CH:17]=[C:18]([Cl:21])[CH:19]=[CH:20][C:15]=1[N:11]1[CH2:12][CH2:13][CH2:14][NH:8][CH2:9][CH2:10]1)=[O:31]. The catalyst class is: 880. (4) Reactant: [F:1][C:2]([F:31])([F:30])[C:3]1[CH:4]=[C:5]([NH:9][C:10]([N:12]2[C:20]3[C:15](=[CH:16][C:17]([O:21][C:22]4[CH:27]=[C:26]([CH2:28][NH2:29])[N:25]=[CH:24][N:23]=4)=[CH:18][CH:19]=3)[CH:14]=[CH:13]2)=[O:11])[CH:6]=[CH:7][CH:8]=1.C1COCC1.[CH3:37][S:38](O[S:38]([CH3:37])(=[O:40])=[O:39])(=[O:40])=[O:39]. Product: [F:31][C:2]([F:30])([F:1])[C:3]1[CH:4]=[C:5]([NH:9][C:10]([N:12]2[C:20]3[C:15](=[CH:16][C:17]([O:21][C:22]4[CH:27]=[C:26]([CH2:28][NH:29][S:38]([CH3:37])(=[O:40])=[O:39])[N:25]=[CH:24][N:23]=4)=[CH:18][CH:19]=3)[CH:14]=[CH:13]2)=[O:11])[CH:6]=[CH:7][CH:8]=1. The catalyst class is: 17. (5) Reactant: O.NN.[CH2:4]([CH:6]1[C:10]2[C:11]([O:15][C:16]3[CH:21]=[CH:20][C:19]([N+:22]([O-])=O)=[CH:18][N:17]=3)=[CH:12][CH:13]=[CH:14][C:9]=2[CH2:8][O:7]1)[CH3:5]. Product: [CH2:4]([CH:6]1[C:10]2[C:11]([O:15][C:16]3[N:17]=[CH:18][C:19]([NH2:22])=[CH:20][CH:21]=3)=[CH:12][CH:13]=[CH:14][C:9]=2[CH2:8][O:7]1)[CH3:5]. The catalyst class is: 29. (6) Reactant: Cl[C:2]1[CH:7]=[C:6]([C:8]2[CH:13]=[CH:12][CH:11]=[C:10]([CH3:14])[C:9]=2[CH3:15])[N:5]=[C:4]([NH2:16])[N:3]=1.[NH2:17][CH2:18][CH2:19][C:20]1[CH:21]=[C:22]([OH:26])[CH:23]=[CH:24][CH:25]=1.CCN(C(C)C)C(C)C. Product: [NH2:16][C:4]1[N:3]=[C:2]([NH:17][CH2:18][CH2:19][C:20]2[CH:21]=[C:22]([OH:26])[CH:23]=[CH:24][CH:25]=2)[CH:7]=[C:6]([C:8]2[CH:13]=[CH:12][CH:11]=[C:10]([CH3:14])[C:9]=2[CH3:15])[N:5]=1. The catalyst class is: 51.